Task: Predict which catalyst facilitates the given reaction.. Dataset: Catalyst prediction with 721,799 reactions and 888 catalyst types from USPTO (1) Reactant: [NH2:1][C:2]1[CH:3]=[CH:4][C:5]2[S:9][C:8]([NH:10][C:11](=[O:18])[C:12]3[CH:17]=[CH:16][CH:15]=[CH:14][CH:13]=3)=[N:7][C:6]=2[CH:19]=1.Cl[C:21]1[N:26]=[C:25]([NH:27][C:28]2[CH:32]=[C:31]([CH3:33])[NH:30][N:29]=2)[CH:24]=[CH:23][N:22]=1. Product: [CH3:33][C:31]1[NH:30][N:29]=[C:28]([NH:27][C:25]2[CH:24]=[CH:23][N:22]=[C:21]([NH:1][C:2]3[CH:3]=[CH:4][C:5]4[S:9][C:8]([NH:10][C:11](=[O:18])[C:12]5[CH:17]=[CH:16][CH:15]=[CH:14][CH:13]=5)=[N:7][C:6]=4[CH:19]=3)[N:26]=2)[CH:32]=1. The catalyst class is: 8. (2) Reactant: [C:1]([Si:5]([CH3:19])([CH3:18])[O:6][C:7]1([CH3:17])[CH2:16][CH2:15][C:10]2(OCC[O:11]2)[CH2:9][CH2:8]1)([CH3:4])([CH3:3])[CH3:2].C(O)(=O)C. Product: [Si:5]([O:6][C:7]1([CH3:17])[CH2:16][CH2:15][C:10](=[O:11])[CH2:9][CH2:8]1)([C:1]([CH3:4])([CH3:3])[CH3:2])([CH3:19])[CH3:18]. The catalyst class is: 6. (3) Reactant: [Cl:1][C:2]1[CH:11]=[C:10]2[C:5]([N:6]=[C:7]([CH3:13])[C:8](=O)[NH:9]2)=[CH:4][CH:3]=1.[Cl:14][C:15]1[CH:16]=[C:17]2[C:22](=[CH:23][CH:24]=1)[NH:21][C:20](=O)[C:19]([CH3:26])=[N:18]2.P(Br)(Br)([Br:29])=O.[OH-].[NH4+]. Product: [Br:29][C:8]1[C:7]([CH3:13])=[N:6][C:5]2[C:10]([N:9]=1)=[CH:11][C:2]([Cl:1])=[CH:3][CH:4]=2.[Br:29][C:20]1[C:19]([CH3:26])=[N:18][C:17]2[C:22](=[CH:23][CH:24]=[C:15]([Cl:14])[CH:16]=2)[N:21]=1. The catalyst class is: 9. (4) Reactant: FC(F)(F)C(O)=O.C(OC([N:15]([CH2:35][CH3:36])[C:16]1[CH:21]=[CH:20][CH:19]=[CH:18][C:17]=1[C:22]1[CH:31]=[CH:30][C:25]([C:26]([O:28][CH3:29])=[O:27])=[C:24]([N+:32]([O-:34])=[O:33])[CH:23]=1)=O)(C)(C)C. Product: [CH2:35]([NH:15][C:16]1[CH:21]=[CH:20][CH:19]=[CH:18][C:17]=1[C:22]1[CH:31]=[CH:30][C:25]([C:26]([O:28][CH3:29])=[O:27])=[C:24]([N+:32]([O-:34])=[O:33])[CH:23]=1)[CH3:36]. The catalyst class is: 2.